This data is from Forward reaction prediction with 1.9M reactions from USPTO patents (1976-2016). The task is: Predict the product of the given reaction. (1) Given the reactants C([O:3][C:4]([C@@H:6]1[C@@H:10]([C:11]2[CH:16]=[CH:15][C:14]([S:17]([CH3:20])(=[O:19])=[O:18])=[CH:13][CH:12]=2)[O:9][C:8]([C:21]2[CH:26]=[CH:25][CH:24]=[CH:23][CH:22]=2)=[N:7]1)=O)C.[BH4-].[K+].Cl.O, predict the reaction product. The product is: [CH3:20][S:17]([C:14]1[CH:13]=[CH:12][C:11]([C@H:10]2[O:9][C:8]([C:21]3[CH:26]=[CH:25][CH:24]=[CH:23][CH:22]=3)=[N:7][C@@H:6]2[CH2:4][OH:3])=[CH:16][CH:15]=1)(=[O:18])=[O:19]. (2) Given the reactants [C:1]([O:5][C:6]([N:8]1[CH2:12][C@@H:11]([CH3:13])[CH2:10][C@H:9]1[C:14]1[NH:15][CH:16]=[C:17]([C:19]2[CH:24]=[CH:23][C:22]([C:25]3[CH:30]=[CH:29][C:28](Br)=[CH:27][CH:26]=3)=[CH:21][CH:20]=2)[N:18]=1)=[O:7])([CH3:4])([CH3:3])[CH3:2].[CH3:32][C:33]1([CH3:49])[C:37]([CH3:39])([CH3:38])[O:36][B:35]([B:35]2[O:36][C:37]([CH3:39])([CH3:38])[C:33]([CH3:49])([CH3:32])[O:34]2)[O:34]1.C(Cl)Cl.CC([O-])=O.[K+], predict the reaction product. The product is: [C:1]([O:5][C:6]([N:8]1[CH2:12][C@@H:11]([CH3:13])[CH2:10][C@H:9]1[C:14]1[NH:15][CH:16]=[C:17]([C:19]2[CH:24]=[CH:23][C:22]([C:25]3[CH:30]=[CH:29][C:28]([B:35]4[O:36][C:37]([CH3:39])([CH3:38])[C:33]([CH3:49])([CH3:32])[O:34]4)=[CH:27][CH:26]=3)=[CH:21][CH:20]=2)[N:18]=1)=[O:7])([CH3:4])([CH3:3])[CH3:2]. (3) Given the reactants CN(C)C=O.[CH:6]([S:8]([C:11]1[CH:19]=[CH:18][C:14]([C:15](O)=[O:16])=[CH:13][CH:12]=1)(=[O:10])=[O:9])=[CH2:7].S(Cl)([Cl:22])=O, predict the reaction product. The product is: [CH:6]([S:8]([C:11]1[CH:19]=[CH:18][C:14]([C:15]([Cl:22])=[O:16])=[CH:13][CH:12]=1)(=[O:10])=[O:9])=[CH2:7]. (4) Given the reactants Cl[C:2]1[CH:7]=[C:6]([C:8]([F:11])([F:10])[F:9])[N:5]=[C:4]([C:12]2[CH:13]=[N:14][CH:15]=[CH:16][CH:17]=2)[N:3]=1.[Cl:18][C:19]1[C:25]([CH3:26])=[CH:24][C:22]([NH2:23])=[C:21]([O:27][CH3:28])[CH:20]=1, predict the reaction product. The product is: [Cl:18][C:19]1[C:25]([CH3:26])=[CH:24][C:22]([NH:23][C:2]2[CH:7]=[C:6]([C:8]([F:11])([F:10])[F:9])[N:5]=[C:4]([C:12]3[CH:13]=[N:14][CH:15]=[CH:16][CH:17]=3)[N:3]=2)=[C:21]([O:27][CH3:28])[CH:20]=1. (5) Given the reactants C([O:5][C:6](=[O:38])[CH2:7][CH:8]([NH:11][S:12]([C:15]1[CH:20]=[CH:19][C:18]([NH:21][C:22](=[O:24])[CH3:23])=[CH:17][C:16]=1[O:25][CH2:26][CH2:27][C:28]1[C:37]2[C:32](=[CH:33][CH:34]=[CH:35][CH:36]=2)[CH:31]=[CH:30][CH:29]=1)(=[O:14])=[O:13])[CH:9]=[O:10])(C)(C)C, predict the reaction product. The product is: [C:22]([NH:21][C:18]1[CH:19]=[CH:20][C:15]([S:12]([NH:11][CH:8]([CH:9]=[O:10])[CH2:7][C:6]([OH:38])=[O:5])(=[O:13])=[O:14])=[C:16]([O:25][CH2:26][CH2:27][C:28]2[C:37]3[C:32](=[CH:33][CH:34]=[CH:35][CH:36]=3)[CH:31]=[CH:30][CH:29]=2)[CH:17]=1)(=[O:24])[CH3:23].